From a dataset of Full USPTO retrosynthesis dataset with 1.9M reactions from patents (1976-2016). Predict the reactants needed to synthesize the given product. (1) Given the product [CH:25]1([C:28]2[C:29]([O:37][C@@H:38]([CH3:43])[C:39]([F:42])([F:40])[F:41])=[CH:30][C:31]([C:9]([NH:8][CH:3]([C:2]([OH:1])([CH3:16])[CH3:17])[C:4]([NH:5][CH3:6])=[O:7])=[O:15])=[N:32][CH:33]=2)[CH2:27][CH2:26]1, predict the reactants needed to synthesize it. The reactants are: [OH:1][C:2]([CH3:17])([CH3:16])[CH:3]([NH:8][C:9](=[O:15])OC(C)(C)C)[C:4](=[O:7])[NH:5][CH3:6].FC(F)(F)C(O)=O.[CH:25]1([C:28]2[C:29]([O:37][C@@H:38]([CH3:43])[C:39]([F:42])([F:41])[F:40])=[CH:30][C:31](C(O)=O)=[N:32][CH:33]=2)[CH2:27][CH2:26]1. (2) Given the product [Br:3][C:4]1[CH:21]=[CH:20][C:19]([N+:22]([O-:24])=[O:23])=[CH:18][C:5]=1[C:6]([N:8]([CH2:9][C:10]1[CH:11]=[CH:12][C:13]([O:16][CH3:17])=[CH:14][CH:15]=1)[CH2:28][C:27]([CH3:29])=[CH2:26])=[O:7], predict the reactants needed to synthesize it. The reactants are: [H-].[Na+].[Br:3][C:4]1[CH:21]=[CH:20][C:19]([N+:22]([O-:24])=[O:23])=[CH:18][C:5]=1[C:6]([NH:8][CH2:9][C:10]1[CH:15]=[CH:14][C:13]([O:16][CH3:17])=[CH:12][CH:11]=1)=[O:7].Br[CH2:26][C:27]([CH3:29])=[CH2:28].